This data is from hERG potassium channel inhibition data for cardiac toxicity prediction from Karim et al.. The task is: Regression/Classification. Given a drug SMILES string, predict its toxicity properties. Task type varies by dataset: regression for continuous values (e.g., LD50, hERG inhibition percentage) or binary classification for toxic/non-toxic outcomes (e.g., AMES mutagenicity, cardiotoxicity, hepatotoxicity). Dataset: herg_karim. (1) The drug is C#Cc1cnc(Nc2cnc(C#N)cn2)cc1NC[C@@H]1CNCCO1. The result is 1 (blocker). (2) The molecule is CNCCC(Oc1ccccc1C)c1ccccc1. The result is 1 (blocker).